This data is from Forward reaction prediction with 1.9M reactions from USPTO patents (1976-2016). The task is: Predict the product of the given reaction. (1) Given the reactants [F:1][C:2]([F:14])([F:13])[O:3][C:4]1[CH:9]=[CH:8][C:7]([CH2:10][C:11]#[N:12])=[CH:6][CH:5]=1.[ClH:15].[H][H], predict the reaction product. The product is: [ClH:15].[F:1][C:2]([F:13])([F:14])[O:3][C:4]1[CH:5]=[CH:6][C:7]([CH2:10][CH2:11][NH2:12])=[CH:8][CH:9]=1. (2) Given the reactants [CH2:1]([N:4]1[CH2:9][CH2:8][O:7][C:6]2[CH:10]=[CH:11][C:12]([C:15]3[N:20]4[N:21]=[C:22]([C:24]5[CH:25]=[C:26]([C:30]6[CH:35]=[CH:34][CH:33]=[CH:32][C:31]=6[OH:36])[CH:27]=[CH:28][CH:29]=5)[CH:23]=[C:19]4[N:18]=[C:17]([CH3:37])[C:16]=3[C@H:38]([O:43][C:44]([CH3:47])([CH3:46])[CH3:45])[C:39]([O:41][CH3:42])=[O:40])=[C:13]([Cl:14])[C:5]1=2)[CH:2]=[CH2:3].C([O-])([O-])=O.[K+].[K+].Br[CH2:55][CH2:56][CH2:57][CH:58]=[CH2:59], predict the reaction product. The product is: [CH2:1]([N:4]1[CH2:9][CH2:8][O:7][C:6]2[CH:10]=[CH:11][C:12]([C:15]3[N:20]4[N:21]=[C:22]([C:24]5[CH:25]=[C:26]([C:30]6[CH:35]=[CH:34][CH:33]=[CH:32][C:31]=6[O:36][CH2:59][CH2:58][CH2:57][CH:56]=[CH2:55])[CH:27]=[CH:28][CH:29]=5)[CH:23]=[C:19]4[N:18]=[C:17]([CH3:37])[C:16]=3[C@H:38]([O:43][C:44]([CH3:47])([CH3:46])[CH3:45])[C:39]([O:41][CH3:42])=[O:40])=[C:13]([Cl:14])[C:5]1=2)[CH:2]=[CH2:3]. (3) The product is: [Cl:1][C:2]1[CH:3]=[C:4]([S:8]([NH:11][C:12]2[CH:17]=[C:16]([CH3:23])[N:15]=[C:14]3[S:24][C:25]([C:28]4[CH:32]=[N:31][NH:30][CH:29]=4)=[C:26]([CH3:27])[C:13]=23)(=[O:9])=[O:10])[CH:5]=[CH:6][CH:7]=1. Given the reactants [Cl:1][C:2]1[CH:3]=[C:4]([S:8]([NH:11][C:12]2[C:17](C(OCC)=O)=[C:16]([CH3:23])[N:15]=[C:14]3[S:24][C:25]([C:28]4[CH:29]=[N:30][NH:31][CH:32]=4)=[C:26]([CH3:27])[C:13]=23)(=[O:10])=[O:9])[CH:5]=[CH:6][CH:7]=1.[OH-].[Na+].C(O)=O.C1(OC2C=CC=CC=2)C=CC=CC=1, predict the reaction product. (4) Given the reactants [NH:1]1[CH2:7][CH2:6][CH2:5][CH2:4][CH2:3][C:2]1=[O:8].Br[C:10]1[N:14]([CH3:15])[N:13]=[CH:12][C:11]=1[N+:16]([O-:18])=[O:17].CC1(C)C2C(=C(P(C3C=CC=CC=3)C3C=CC=CC=3)C=CC=2)OC2C(P(C3C=CC=CC=3)C3C=CC=CC=3)=CC=CC1=2.C(=O)([O-])[O-].[Cs+].[Cs+], predict the reaction product. The product is: [CH3:15][N:14]1[C:10]([N:1]2[CH2:7][CH2:6][CH2:5][CH2:4][CH2:3][C:2]2=[O:8])=[C:11]([N+:16]([O-:18])=[O:17])[CH:12]=[N:13]1.